From a dataset of Full USPTO retrosynthesis dataset with 1.9M reactions from patents (1976-2016). Predict the reactants needed to synthesize the given product. (1) Given the product [C:1]([C:3]1([C:7]2[CH:8]=[C:9]([CH:13]=[CH:14][CH:15]=2)[C:10]([NH:27][C:28]2[CH:49]=[CH:48][CH:47]=[C:30]([O:31][C:32]3[CH:33]=[CH:34][C:35]4[N:36]([CH:38]=[C:39]([NH:41][C:42]([CH:44]5[CH2:45][CH2:46]5)=[O:43])[N:40]=4)[N:37]=3)[CH:29]=2)=[O:12])[CH2:4][CH2:5][CH2:6]1)#[N:2], predict the reactants needed to synthesize it. The reactants are: [C:1]([C:3]1([C:7]2[CH:8]=[C:9]([CH:13]=[CH:14][CH:15]=2)[C:10]([OH:12])=O)[CH2:6][CH2:5][CH2:4]1)#[N:2].C(Cl)(=O)C(Cl)=O.O1CCCC1.[NH2:27][C:28]1[CH:29]=[C:30]([CH:47]=[CH:48][CH:49]=1)[O:31][C:32]1[CH:33]=[CH:34][C:35]2[N:36]([CH:38]=[C:39]([NH:41][C:42]([CH:44]3[CH2:46][CH2:45]3)=[O:43])[N:40]=2)[N:37]=1. (2) The reactants are: C(OC([NH:8][CH2:9][CH2:10][CH2:11][CH2:12][C@H:13]([NH:21][S:22](=[O:47])(=[O:46])[NH:23][C@@H:24]1[CH2:39][C:38]2=[CH:40][CH:41]=[C:35]([CH:36]=[CH:37]2)[O:34][CH2:33][CH2:32][CH2:31][CH2:30][O:29][CH2:28][C@H:27]([CH:42]([CH3:44])[CH3:43])[NH:26][C:25]1=[O:45])[C:14]([O:16]C(C)(C)C)=[O:15])=O)(C)(C)C. Given the product [NH2:8][CH2:9][CH2:10][CH2:11][CH2:12][C@H:13]([NH:21][S:22](=[O:46])(=[O:47])[NH:23][C@@H:24]1[CH2:39][C:38]2=[CH:37][CH:36]=[C:35]([CH:41]=[CH:40]2)[O:34][CH2:33][CH2:32][CH2:31][CH2:30][O:29][CH2:28][C@H:27]([CH:42]([CH3:44])[CH3:43])[NH:26][C:25]1=[O:45])[C:14]([OH:16])=[O:15], predict the reactants needed to synthesize it. (3) Given the product [N:1]([N:10]1[CH2:11][CH2:12][N:7]([CH2:5][CH3:6])[CH2:8][CH2:9]1)=[O:3], predict the reactants needed to synthesize it. The reactants are: [N:1]([O-:3])=O.[Na+].[CH2:5]([N:7]1[CH2:12][CH2:11][NH:10][CH2:9][CH2:8]1)[CH3:6].Cl.[OH-].[Na+]. (4) Given the product [C:1]([O:5][C:6]([C:8]1[CH:45]=[C:44]([F:46])[C:11]([CH2:12][N:13]2[CH:17]=[C:16]([C:18]3[C:23]4[O:24][CH2:25][C:26](=[O:43])[CH2:27][N:28]([C:29]([O:31][CH2:32][CH2:33][O:34][C:35]5[CH:40]=[CH:39][CH:38]=[C:37]([Cl:41])[C:36]=5[CH3:42])=[O:30])[C:22]=4[CH:21]=[CH:20][CH:19]=3)[CH:15]=[N:14]2)=[C:10]([Cl:47])[CH:9]=1)=[O:7])([CH3:4])([CH3:2])[CH3:3], predict the reactants needed to synthesize it. The reactants are: [C:1]([O:5][C:6]([C:8]1[CH:45]=[C:44]([F:46])[C:11]([CH2:12][N:13]2[CH:17]=[C:16]([C:18]3[C:23]4[O:24][CH2:25][CH:26]([OH:43])[CH2:27][N:28]([C:29]([O:31][CH2:32][CH2:33][O:34][C:35]5[CH:40]=[CH:39][CH:38]=[C:37]([Cl:41])[C:36]=5[CH3:42])=[O:30])[C:22]=4[CH:21]=[CH:20][CH:19]=3)[CH:15]=[N:14]2)=[C:10]([Cl:47])[CH:9]=1)=[O:7])([CH3:4])([CH3:3])[CH3:2].CC(OI1(OC(C)=O)(OC(C)=O)OC(=O)C2C=CC=CC1=2)=O. (5) Given the product [S:44]([OH:48])([OH:47])(=[O:46])=[O:45].[CH:1]([O:4][C:5]([C:7]1[CH:8]([C:35]2[CH:40]=[CH:39][CH:38]=[C:37]([N+:41]([O-:43])=[O:42])[CH:36]=2)[C:9]([C:15]([O:17][CH:18]2[CH2:19][N:20]([CH:22]([C:29]3[CH:34]=[CH:33][CH:32]=[CH:31][CH:30]=3)[C:23]3[CH:28]=[CH:27][CH:26]=[CH:25][CH:24]=3)[CH2:21]2)=[O:16])=[C:10]([NH2:14])[NH:11][C:12]=1[CH3:13])=[O:6])([CH3:3])[CH3:2], predict the reactants needed to synthesize it. The reactants are: [CH:1]([O:4][C:5]([C:7]1[CH:8]([C:35]2[CH:40]=[CH:39][CH:38]=[C:37]([N+:41]([O-:43])=[O:42])[CH:36]=2)[C:9]([C:15]([O:17][CH:18]2[CH2:21][N:20]([CH:22]([C:29]3[CH:34]=[CH:33][CH:32]=[CH:31][CH:30]=3)[C:23]3[CH:28]=[CH:27][CH:26]=[CH:25][CH:24]=3)[CH2:19]2)=[O:16])=[C:10]([NH2:14])[NH:11][C:12]=1[CH3:13])=[O:6])([CH3:3])[CH3:2].[S:44](=[O:48])(=[O:47])([OH:46])[OH:45]. (6) Given the product [F:3][C:4]1[CH:9]=[C:8]([N:10]([CH2:11][C:12]2[CH:21]=[CH:20][CH:19]=[C:18]3[C:13]=2[CH2:14][CH2:15][CH2:16][N:17]3[CH2:22][CH:23]([OH:30])[C:24]2[CH:29]=[CH:28][CH:27]=[CH:26][CH:25]=2)[S:31]([C:34]2[CH:39]=[CH:38][CH:37]=[CH:36][C:35]=2[N+:40]([O-:42])=[O:41])(=[O:33])=[O:32])[CH:7]=[CH:6][C:5]=1[CH2:43][CH2:44][C:45]([O:47][CH2:48][CH3:49])=[O:46], predict the reactants needed to synthesize it. The reactants are: [BH4-].[Na+].[F:3][C:4]1[CH:9]=[C:8]([N:10]([S:31]([C:34]2[CH:39]=[CH:38][CH:37]=[CH:36][C:35]=2[N+:40]([O-:42])=[O:41])(=[O:33])=[O:32])[CH2:11][C:12]2[CH:21]=[CH:20][CH:19]=[C:18]3[C:13]=2[CH2:14][CH2:15][CH2:16][N:17]3[CH2:22][C:23](=[O:30])[C:24]2[CH:29]=[CH:28][CH:27]=[CH:26][CH:25]=2)[CH:7]=[CH:6][C:5]=1[CH2:43][CH2:44][C:45]([O:47][CH2:48][CH3:49])=[O:46].C(O)C.C1COCC1. (7) Given the product [CH:21]1([N:24]([C@H:34]2[C:43]3[CH:42]=[C:41]([F:44])[CH:40]=[CH:39][C:38]=3[N:37]([C:5](=[O:7])[C:4]3[CH:8]=[CH:9][C:10]([O:12][C:13]([F:16])([F:15])[F:14])=[CH:11][C:3]=3[O:2][CH3:1])[C@H:36]3[CH2:45][CH2:46][CH2:47][C@@H:35]23)[C:25](=[O:33])[CH2:26][CH2:27][C:28]([O:30][CH2:31][CH3:32])=[O:29])[CH2:23][CH2:22]1, predict the reactants needed to synthesize it. The reactants are: [CH3:1][O:2][C:3]1[CH:11]=[C:10]([O:12][C:13]([F:16])([F:15])[F:14])[CH:9]=[CH:8][C:4]=1[C:5]([OH:7])=O.S(Cl)(Cl)=O.[CH:21]1([N:24]([C@H:34]2[C:43]3[CH:42]=[C:41]([F:44])[CH:40]=[CH:39][C:38]=3[NH:37][C@H:36]3[CH2:45][CH2:46][CH2:47][C@@H:35]23)[C:25](=[O:33])[CH2:26][CH2:27][C:28]([O:30][CH2:31][CH3:32])=[O:29])[CH2:23][CH2:22]1.CCN(C(C)C)C(C)C.